From a dataset of Peptide-MHC class I binding affinity with 185,985 pairs from IEDB/IMGT. Regression. Given a peptide amino acid sequence and an MHC pseudo amino acid sequence, predict their binding affinity value. This is MHC class I binding data. (1) The peptide sequence is AVDPAKAYK. The MHC is HLA-A01:01 with pseudo-sequence HLA-A01:01. The binding affinity (normalized) is 0.0847. (2) The binding affinity (normalized) is 0.199. The MHC is HLA-C06:02 with pseudo-sequence HLA-C06:02. The peptide sequence is RIIYIIRFL. (3) The peptide sequence is KSIYIVVTF. The MHC is HLA-B58:02 with pseudo-sequence HLA-B58:02. The binding affinity (normalized) is 0.771. (4) The peptide sequence is DVERLQMAGV. The MHC is HLA-A68:02 with pseudo-sequence HLA-A68:02. The binding affinity (normalized) is 0.455. (5) The peptide sequence is ESAERLKAY. The MHC is HLA-B40:01 with pseudo-sequence HLA-B40:01. The binding affinity (normalized) is 0.0847.